This data is from NCI-60 drug combinations with 297,098 pairs across 59 cell lines. The task is: Regression. Given two drug SMILES strings and cell line genomic features, predict the synergy score measuring deviation from expected non-interaction effect. Drug 1: CC1C(C(CC(O1)OC2CC(CC3=C2C(=C4C(=C3O)C(=O)C5=C(C4=O)C(=CC=C5)OC)O)(C(=O)C)O)N)O.Cl. Drug 2: CNC(=O)C1=NC=CC(=C1)OC2=CC=C(C=C2)NC(=O)NC3=CC(=C(C=C3)Cl)C(F)(F)F. Cell line: HS 578T. Synergy scores: CSS=45.7, Synergy_ZIP=-5.27, Synergy_Bliss=-0.145, Synergy_Loewe=-12.4, Synergy_HSA=-1.18.